Dataset: Full USPTO retrosynthesis dataset with 1.9M reactions from patents (1976-2016). Task: Predict the reactants needed to synthesize the given product. (1) Given the product [NH2:8][CH2:7][CH2:6][NH:5][C:3](=[O:4])[CH:2]([OH:1])[C:16]1[CH:21]=[CH:20][C:19]([C:22]2[N:26]=[C:25]([C:27]3[O:31][N:30]=[C:29]([C:32]4[CH:37]=[CH:36][CH:35]=[CH:34][CH:33]=4)[C:28]=3[C:38]([F:41])([F:40])[F:39])[O:24][N:23]=2)=[CH:18][CH:17]=1.[C:42]([OH:48])([C:44]([F:47])([F:46])[F:45])=[O:43], predict the reactants needed to synthesize it. The reactants are: [OH:1][CH:2]([C:16]1[CH:21]=[CH:20][C:19]([C:22]2[N:26]=[C:25]([C:27]3[O:31][N:30]=[C:29]([C:32]4[CH:37]=[CH:36][CH:35]=[CH:34][CH:33]=4)[C:28]=3[C:38]([F:41])([F:40])[F:39])[O:24][N:23]=2)=[CH:18][CH:17]=1)[C:3]([NH:5][CH2:6][CH2:7][NH:8]C(=O)OC(C)(C)C)=[O:4].[C:42]([OH:48])([C:44]([F:47])([F:46])[F:45])=[O:43]. (2) Given the product [N+:1]([O:4][CH:5]([CH2:35][O:36][N+:37]([O-:39])=[O:38])[CH2:6][CH2:7][CH2:8][O:9][C:10]([O:12][CH2:13]/[C:14](/[C:25]1[CH:30]=[CH:29][C:28]([S:31]([CH3:34])(=[O:32])=[O:33])=[CH:27][CH:26]=1)=[C:15](/[C:19]1[CH:24]=[CH:23][CH:22]=[CH:21][CH:20]=1)\[C:16]([O:18][CH2:40][CH3:41])=[O:17])=[O:11])([O-:3])=[O:2], predict the reactants needed to synthesize it. The reactants are: [N+:1]([O:4][CH:5]([CH2:35][O:36][N+:37]([O-:39])=[O:38])[CH2:6][CH2:7][CH2:8][O:9][C:10]([O:12][CH2:13]/[C:14](/[C:25]1[CH:30]=[CH:29][C:28]([S:31]([CH3:34])(=[O:33])=[O:32])=[CH:27][CH:26]=1)=[C:15](/[C:19]1[CH:24]=[CH:23][CH:22]=[CH:21][CH:20]=1)\[C:16]([OH:18])=[O:17])=[O:11])([O-:3])=[O:2].[CH2:40](I)[CH3:41].C(=O)([O-])[O-].[K+].[K+]. (3) The reactants are: Cl[C:2]1[C:7]([C:8]2[N:13]=[C:12]([CH3:14])[N:11]=[C:10]([NH2:15])[N:9]=2)=[CH:6][C:5]([F:16])=[CH:4][N:3]=1.[NH2:17][C:18]1[CH:19]=[N:20][CH:21]=[C:22]([F:24])[CH:23]=1.[Li+].C[Si]([N-][Si](C)(C)C)(C)C. Given the product [F:16][C:5]1[CH:6]=[C:7]([C:8]2[N:13]=[C:12]([CH3:14])[N:11]=[C:10]([NH2:15])[N:9]=2)[C:2]([NH:17][C:18]2[CH:19]=[N:20][CH:21]=[C:22]([F:24])[CH:23]=2)=[N:3][CH:4]=1, predict the reactants needed to synthesize it. (4) Given the product [I:19][C:8]1[C:4]([CH:1]([CH3:3])[CH3:2])=[N:5][N:6]([C:9]2[CH:14]=[CH:13][C:12]([C:15]([F:17])([F:16])[F:18])=[CH:11][N:10]=2)[CH:7]=1, predict the reactants needed to synthesize it. The reactants are: [CH:1]([C:4]1[CH:8]=[CH:7][N:6]([C:9]2[CH:14]=[CH:13][C:12]([C:15]([F:18])([F:17])[F:16])=[CH:11][N:10]=2)[N:5]=1)([CH3:3])[CH3:2].[I:19]I.[N+]([O-])([O-])=O.[Ce+4].[NH4+].[NH4+].[N+]([O-])([O-])=O.[N+]([O-])([O-])=O.[N+]([O-])([O-])=O.[N+]([O-])([O-])=O.[N+]([O-])([O-])=O. (5) Given the product [Br:33][C:34]1[C:35]([F:44])=[C:36]2[C:42]([NH:43][C:7](=[O:9])[C:6]3[CH:10]=[C:2]([CH3:1])[CH:3]=[N:4][CH:5]=3)=[CH:41][NH:40][C:37]2=[N:38][CH:39]=1, predict the reactants needed to synthesize it. The reactants are: [CH3:1][C:2]1[CH:3]=[N:4][CH:5]=[C:6]([CH:10]=1)[C:7]([OH:9])=O.O=C1N(P(Cl)(N2CCOC2=O)=O)CCO1.C(N(CC)CC)C.[Br:33][C:34]1[C:35]([F:44])=[C:36]2[C:42]([NH2:43])=[CH:41][NH:40][C:37]2=[N:38][CH:39]=1.[Li+].[OH-].C([O-])([O-])=O.[Na+].[Na+].